Dataset: NCI-60 drug combinations with 297,098 pairs across 59 cell lines. Task: Regression. Given two drug SMILES strings and cell line genomic features, predict the synergy score measuring deviation from expected non-interaction effect. Drug 1: C1CN1C2=NC(=NC(=N2)N3CC3)N4CC4. Drug 2: C1=CC=C(C(=C1)C(C2=CC=C(C=C2)Cl)C(Cl)Cl)Cl. Cell line: SNB-19. Synergy scores: CSS=38.4, Synergy_ZIP=4.58, Synergy_Bliss=4.63, Synergy_Loewe=-32.9, Synergy_HSA=-0.405.